Dataset: CYP2C19 inhibition data for predicting drug metabolism from PubChem BioAssay. Task: Regression/Classification. Given a drug SMILES string, predict its absorption, distribution, metabolism, or excretion properties. Task type varies by dataset: regression for continuous measurements (e.g., permeability, clearance, half-life) or binary classification for categorical outcomes (e.g., BBB penetration, CYP inhibition). Dataset: cyp2c19_veith. The drug is O=c1c(-c2ccc(F)cc2)nc2cnc(N3CCOCC3)nc2n1Cc1ccc(F)cc1. The result is 0 (non-inhibitor).